Task: Predict which catalyst facilitates the given reaction.. Dataset: Catalyst prediction with 721,799 reactions and 888 catalyst types from USPTO (1) Reactant: C([O:8][N:9]1[C:15](=[O:16])[N:14]2[CH2:17][C@H:10]1[CH2:11][CH2:12][C@H:13]2[C:18]([NH:20][NH:21][C:22](=[O:33])[C@H:23]([NH:25][C:26](=[O:32])[O:27][C:28]([CH3:31])([CH3:30])[CH3:29])[CH3:24])=[O:19])C1C=CC=CC=1. Product: [OH:8][N:9]1[C:15](=[O:16])[N:14]2[CH2:17][C@H:10]1[CH2:11][CH2:12][C@H:13]2[C:18]([NH:20][NH:21][C:22](=[O:33])[C@H:23]([NH:25][C:26](=[O:32])[O:27][C:28]([CH3:30])([CH3:29])[CH3:31])[CH3:24])=[O:19]. The catalyst class is: 19. (2) Reactant: F[C:2]1[CH:7]=[CH:6][C:5]([C:8](=[O:10])[CH3:9])=[CH:4][C:3]=1[CH3:11].[C-:12]#[N:13].[Na+]. Product: [C:12]([C:2]1[CH:7]=[CH:6][C:5]([C:8](=[O:10])[CH3:9])=[CH:4][C:3]=1[CH3:11])#[N:13]. The catalyst class is: 549.